Dataset: hERG Central: cardiac toxicity at 1µM, 10µM, and general inhibition. Task: Predict hERG channel inhibition at various concentrations. (1) The molecule is CC1CCN(CCCNC(=O)c2cc3c(s2)-c2ccccc2OC3)CC1. Results: hERG_inhib (hERG inhibition (general)): blocker. (2) The compound is C=CCn1c(SCCN2CCCC2)nc2c([nH]c3ccccc32)c1=O. Results: hERG_inhib (hERG inhibition (general)): blocker. (3) The compound is COc1ccc(CCC(C)NCc2cccc(Br)c2)cc1. Results: hERG_inhib (hERG inhibition (general)): blocker. (4) The drug is N=c1c(C(=O)NCCc2ccccc2)cc2c(=O)n3ccccc3nc2n1CCCN1CCOCC1. Results: hERG_inhib (hERG inhibition (general)): blocker. (5) The drug is O=S(=O)(NCc1ccccn1)c1cc(OCC(F)(F)F)ccc1OCC(F)(F)F. Results: hERG_inhib (hERG inhibition (general)): blocker.